Dataset: Forward reaction prediction with 1.9M reactions from USPTO patents (1976-2016). Task: Predict the product of the given reaction. (1) Given the reactants Cl[C:2]1[N:3]=[C:4]([N:11]2[CH2:16][CH2:15][O:14][CH:13]([CH2:17][NH2:18])[CH2:12]2)[C:5]2[S:10][CH:9]=[CH:8][C:6]=2[N:7]=1.[NH2:19][C:20]1[N:25]=[CH:24][C:23](B2OC(C)(C)C(C)(C)O2)=[CH:22][N:21]=1.CC#N.CC([O-])=O.[K+], predict the reaction product. The product is: [NH2:18][CH2:17][CH:13]1[CH2:12][N:11]([C:4]2[C:5]3[S:10][CH:9]=[CH:8][C:6]=3[N:7]=[C:2]([C:23]3[CH:22]=[N:21][C:20]([NH2:19])=[N:25][CH:24]=3)[N:3]=2)[CH2:16][CH2:15][O:14]1. (2) The product is: [ClH:99].[ClH:99].[ClH:99].[F:98][C:2]([F:1])([F:97])[C:3]1[CH:4]=[C:5]([CH:90]=[C:91]([C:93]([F:94])([F:95])[F:96])[CH:92]=1)[C:6]([N:8]1[CH2:12][C@@:11]([CH2:20][CH2:21][N:22]2[CH2:27][CH2:26][C:25]3([C:35]4[C:30](=[CH:31][CH:32]=[CH:33][CH:34]=4)[CH2:29][C@@H:28]3[O:36][CH2:37][C:38]([N:40]([CH3:89])[CH2:41][CH2:42][CH2:43][N:44]([CH3:88])[C:45]([C:47]3[CH:52]=[CH:51][C:50]([NH:53][CH2:54][CH2:55][CH2:56][CH2:57][CH2:58][C:59]([N:61]([CH3:86])[CH2:62][CH2:63][N:64]4[CH2:65][CH2:66][CH:67]([N:70]([C:74]5[CH:79]=[CH:78][CH:77]=[CH:76][C:75]=5[C:80]5[CH:81]=[CH:82][CH:83]=[CH:84][CH:85]=5)[C:71](=[O:72])[OH:73])[CH2:68][CH2:69]4)=[O:60])=[C:49]([F:87])[CH:48]=3)=[O:46])=[O:39])[CH2:24][CH2:23]2)([C:13]2[CH:14]=[CH:15][C:16]([F:19])=[CH:17][CH:18]=2)[O:10][CH2:9]1)=[O:7]. Given the reactants [F:1][C:2]([F:98])([F:97])[C:3]1[CH:4]=[C:5]([CH:90]=[C:91]([C:93]([F:96])([F:95])[F:94])[CH:92]=1)[C:6]([N:8]1[CH2:12][C@@:11]([CH2:20][CH2:21][N:22]2[CH2:27][CH2:26][C:25]3([C:35]4[C:30](=[CH:31][CH:32]=[CH:33][CH:34]=4)[CH2:29][C@@H:28]3[O:36][CH2:37][C:38]([N:40]([CH3:89])[CH2:41][CH2:42][CH2:43][N:44]([CH3:88])[C:45]([C:47]3[CH:52]=[CH:51][C:50]([NH:53][CH2:54][CH2:55][CH2:56][CH2:57][CH2:58][C:59]([N:61]([CH3:86])[CH2:62][CH2:63][N:64]4[CH2:69][CH2:68][CH:67]([N:70]([C:74]5[CH:79]=[CH:78][CH:77]=[CH:76][C:75]=5[C:80]5[CH:85]=[CH:84][CH:83]=[CH:82][CH:81]=5)[C:71](=[O:73])[O-:72])[CH2:66][CH2:65]4)=[O:60])=[C:49]([F:87])[CH:48]=3)=[O:46])=[O:39])[CH2:24][CH2:23]2)([C:13]2[CH:18]=[CH:17][C:16]([F:19])=[CH:15][CH:14]=2)[O:10][CH2:9]1)=[O:7].[ClH:99].O1CCOCC1, predict the reaction product. (3) Given the reactants [CH3:1][C:2]1[CH:11]=[CH:10][C:5]([C:6]([O:8]C)=O)=[C:4]([N:12]2[CH:16]=[CH:15][C:14]([CH3:17])=[N:13]2)[N:3]=1.C[Si](C)(C)[C:20]([F:23])([F:22])[F:21].[F-].C([N+](CCCC)(CCCC)CCCC)CCC, predict the reaction product. The product is: [F:21][C:20]([F:23])([F:22])[C:6]([C:5]1[C:4]([N:12]2[CH:16]=[CH:15][C:14]([CH3:17])=[N:13]2)=[N:3][C:2]([CH3:1])=[CH:11][CH:10]=1)=[O:8]. (4) Given the reactants S(Cl)([Cl:3])=O.[Cl:5][C:6]1[CH:7]=[C:8]([NH:14][C:15](=[O:29])[CH2:16][O:17][C:18]2[CH:23]=[CH:22][C:21]([C:24]([F:27])([F:26])[F:25])=[CH:20][C:19]=2[Cl:28])[CH:9]=[CH:10][C:11]=1[CH2:12]O, predict the reaction product. The product is: [Cl:5][C:6]1[CH:7]=[C:8]([NH:14][C:15](=[O:29])[CH2:16][O:17][C:18]2[CH:23]=[CH:22][C:21]([C:24]([F:27])([F:25])[F:26])=[CH:20][C:19]=2[Cl:28])[CH:9]=[CH:10][C:11]=1[CH2:12][Cl:3]. (5) Given the reactants [OH:1][C:2]1[CH:7]=[CH:6][C:5]([C:8]2[CH:13]=[CH:12][C:11]([CH2:14][C:15]([O:17][CH2:18][CH3:19])=[O:16])=[CH:10][CH:9]=2)=[CH:4][CH:3]=1.[F:20][C:21]([F:34])([F:33])[S:22](O[S:22]([C:21]([F:34])([F:33])[F:20])(=[O:24])=[O:23])(=[O:24])=[O:23].C(N(CC)CC)C, predict the reaction product. The product is: [CH2:18]([O:17][C:15](=[O:16])[CH2:14][C:11]1[CH:12]=[CH:13][C:8]([C:5]2[CH:4]=[CH:3][C:2]([O:1][S:22]([C:21]([F:34])([F:33])[F:20])(=[O:24])=[O:23])=[CH:7][CH:6]=2)=[CH:9][CH:10]=1)[CH3:19].